This data is from Catalyst prediction with 721,799 reactions and 888 catalyst types from USPTO. The task is: Predict which catalyst facilitates the given reaction. (1) The catalyst class is: 78. Product: [CH3:16][C@H:15]1[C@@H:14]([C:17]2[CH:22]=[CH:21][CH:20]=[CH:19][CH:18]=2)[O:13][C:12](=[O:23])[N:11]1[CH2:10][C:9]([OH:24])=[O:8]. Reactant: C([O:8][C:9](=[O:24])[CH2:10][N:11]1[C@@H:15]([CH3:16])[C@@H:14]([C:17]2[CH:22]=[CH:21][CH:20]=[CH:19][CH:18]=2)[O:13][C:12]1=[O:23])C1C=CC=CC=1. (2) Reactant: [CH2:1]([O:3][C:4](=[O:34])[CH2:5][C:6]1[CH:7]=[N:8][CH:9]=[C:10]([C:12]2[CH:17]=[CH:16][C:15]([C:18]#[N:19])=[CH:14][C:13]=2[CH2:20][N:21]([CH2:27][C:28]2[CH:33]=[CH:32][CH:31]=[CH:30][CH:29]=2)[C:22]([CH:24]2[CH2:26][CH2:25]2)=[O:23])[CH:11]=1)[CH3:2].C([Sn](=O)CCCC)CCC.[N:45]([Si](C)(C)C)=[N+:46]=[N-:47]. Product: [CH2:1]([O:3][C:4](=[O:34])[CH2:5][C:6]1[CH:7]=[N:8][CH:9]=[C:10]([C:12]2[CH:17]=[CH:16][C:15]([C:18]3[N:45]=[N:46][NH:47][N:19]=3)=[CH:14][C:13]=2[CH2:20][N:21]([CH2:27][C:28]2[CH:29]=[CH:30][CH:31]=[CH:32][CH:33]=2)[C:22]([CH:24]2[CH2:26][CH2:25]2)=[O:23])[CH:11]=1)[CH3:2]. The catalyst class is: 11. (3) Reactant: [Br:1][C:2]1[CH:3]=[CH:4][C:5]2[O:12][C:9]3([CH2:11][CH2:10]3)[C:8](=O)[NH:7][C:6]=2[CH:14]=1.CO. The catalyst class is: 1. Product: [Br:1][C:2]1[CH:3]=[CH:4][C:5]2[O:12][C:9]3([CH2:10][CH2:11]3)[CH2:8][NH:7][C:6]=2[CH:14]=1.